From a dataset of Full USPTO retrosynthesis dataset with 1.9M reactions from patents (1976-2016). Predict the reactants needed to synthesize the given product. Given the product [Cl:32][C:6]1[CH:7]=[C:8]([CH:16]([CH2:25][CH:26]2[CH2:31][CH2:30][O:29][CH2:28][CH2:27]2)[C:17]([NH:19][C:20]2[S:21][CH:22]=[CH:23][N:24]=2)=[O:18])[CH:9]=[CH:10][C:11]=1[S:12]([CH3:15])(=[O:14])=[O:13], predict the reactants needed to synthesize it. The reactants are: N([O-])=O.[Na+].N[C:6]1[CH:7]=[C:8]([CH:16]([CH2:25][CH:26]2[CH2:31][CH2:30][O:29][CH2:28][CH2:27]2)[C:17]([NH:19][C:20]2[S:21][CH:22]=[CH:23][N:24]=2)=[O:18])[CH:9]=[CH:10][C:11]=1[S:12]([CH3:15])(=[O:14])=[O:13].[ClH:32].